Dataset: Forward reaction prediction with 1.9M reactions from USPTO patents (1976-2016). Task: Predict the product of the given reaction. Given the reactants [Br:1][C:2]1[C:6]2=[N:7][CH:8]=[CH:9][CH:10]=[C:5]2[NH:4][N:3]=1.[CH2:11](I)[CH3:12].C([O-])([O-])=O.[K+].[K+].O, predict the reaction product. The product is: [Br:1][C:2]1[C:6]2=[N:7][CH:8]=[CH:9][CH:10]=[C:5]2[N:4]([CH2:11][CH3:12])[N:3]=1.